This data is from Forward reaction prediction with 1.9M reactions from USPTO patents (1976-2016). The task is: Predict the product of the given reaction. (1) The product is: [Cl:19][C:20]1[CH:25]=[CH:24][C:23]([C:10]2[C:9]([C:12]3[CH:17]=[CH:16][CH:15]=[CH:14][C:13]=3[Cl:18])=[N:8][N:7]3[C:2]([C:16]4[CH:15]=[CH:14][C:13]([Cl:18])=[CH:12][CH:17]=4)=[CH:3][CH:4]=[N:5][C:6]=23)=[CH:22][CH:21]=1. Given the reactants Cl[C:2]1[N:7]2[N:8]=[C:9]([C:12]3[CH:17]=[CH:16][CH:15]=[CH:14][C:13]=3[Cl:18])[C:10](I)=[C:6]2[N:5]=[CH:4][CH:3]=1.[Cl:19][C:20]1[CH:25]=[CH:24][C:23](B(O)O)=[CH:22][CH:21]=1.C([O-])([O-])=O.[Na+].[Na+], predict the reaction product. (2) Given the reactants [NH2:1][C:2]1[CH:11]=[CH:10][CH:9]=[CH:8][C:3]=1[C:4]([O:6][CH3:7])=[O:5].N1C=CC=CC=1.[C:18]([C:22]1[CH:30]=[CH:29][C:25]([C:26](Cl)=[O:27])=[CH:24][CH:23]=1)([CH3:21])([CH3:20])[CH3:19], predict the reaction product. The product is: [C:18]([C:22]1[CH:23]=[CH:24][C:25]([C:26]([NH:1][C:2]2[CH:11]=[CH:10][CH:9]=[CH:8][C:3]=2[C:4]([O:6][CH3:7])=[O:5])=[O:27])=[CH:29][CH:30]=1)([CH3:21])([CH3:19])[CH3:20]. (3) Given the reactants [NH2:1][C@@H:2]1[CH2:6][CH2:5][N:4]([C:7](OC(C)(C)C)=O)[CH2:3]1.C([N:16](CC)CC)C.[Br:21][C:22]1[CH:27]=[CH:26][C:25]([Br:28])=[CH:24][C:23]=1[S:29](Cl)(=[O:31])=[O:30].CCN(C(C)C)C(C)C.BrC#N, predict the reaction product. The product is: [Br:21][C:22]1[CH:27]=[CH:26][C:25]([Br:28])=[CH:24][C:23]=1[S:29]([NH:1][C@@H:2]1[CH2:6][CH2:5][N:4]([C:7]#[N:16])[CH2:3]1)(=[O:31])=[O:30]. (4) Given the reactants [N:1]1[CH:6]=[CH:5][CH:4]=[CH:3][C:2]=1[CH2:7][OH:8].[Cl:9][C:10]1[S:14][C:13]([S:15]([NH:18][C:19]2[C:24](Cl)=[N:23][CH:22]=[CH:21][N:20]=2)(=[O:17])=[O:16])=[CH:12][CH:11]=1, predict the reaction product. The product is: [Cl:9][C:10]1[S:14][C:13]([S:15]([NH:18][C:19]2[C:24]([O:8][CH2:7][C:2]3[CH:3]=[CH:4][CH:5]=[CH:6][N:1]=3)=[N:23][CH:22]=[CH:21][N:20]=2)(=[O:16])=[O:17])=[CH:12][CH:11]=1. (5) Given the reactants [NH2:1][C:2]1[CH:7]=[CH:6][C:5]([C:8]2[CH:9]=[C:10]([CH:15]=[CH:16][CH:17]=2)[C:11]([O:13][CH3:14])=[O:12])=[CH:4][CH:3]=1.[C:18]([O:22][C:23]([NH:25][C:26]1[CH:27]=[C:28]([C:32]([NH:34][C:35]2[CH:36]=[C:37]([C:41]([O:43]C)=O)[N:38]([CH3:40])[CH:39]=2)=[O:33])[N:29]([CH3:31])[CH:30]=1)=[O:24])([CH3:21])(C)C.[CH3:45][CH2:46]N=C=NCCCN(C)C, predict the reaction product. The product is: [CH3:45][CH2:46][CH2:21][CH2:18][O:22][C:23]([NH:25][C:26]1[CH:27]=[C:28]([C:32]([NH:34][C:35]2[CH:36]=[C:37]([C:41]([NH:1][C:2]3[CH:3]=[CH:4][C:5]([C:8]4[CH:17]=[CH:16][CH:15]=[C:10]([C:11]([O:13][CH3:14])=[O:12])[CH:9]=4)=[CH:6][CH:7]=3)=[O:43])[N:38]([CH3:40])[CH:39]=2)=[O:33])[N:29]([CH3:31])[CH:30]=1)=[O:24]. (6) Given the reactants C(NC(C)C)(C)C.C([Li])CCC.[CH:13]1([C:18]([O:20][CH2:21][CH3:22])=[O:19])[CH2:17][CH2:16][CH2:15][CH2:14]1.[CH2:23](Br)[C:24]1[CH:29]=[CH:28][CH:27]=[CH:26][CH:25]=1, predict the reaction product. The product is: [CH2:21]([O:20][C:18]([C:13]1([CH2:23][C:24]2[CH:29]=[CH:28][CH:27]=[CH:26][CH:25]=2)[CH2:17][CH2:16][CH2:15][CH2:14]1)=[O:19])[CH3:22]. (7) Given the reactants [Cl:1][C:2]1[CH:24]=[N:23][C:5]2[N:6](COCC[Si](C)(C)C)[C:7]3[CH:12]=[N:11][C:10]([C:13]#[N:14])=[CH:9][C:8]=3[C:4]=2[C:3]=1[N:25]1[CH2:29][CH2:28][C@H:27]([OH:30])[CH2:26]1.Br.[OH-].[Na+].Cl, predict the reaction product. The product is: [Cl:1][C:2]1[CH:24]=[N:23][C:5]2[NH:6][C:7]3[CH:12]=[N:11][C:10]([C:13]#[N:14])=[CH:9][C:8]=3[C:4]=2[C:3]=1[N:25]1[CH2:29][CH2:28][C@H:27]([OH:30])[CH2:26]1. (8) Given the reactants C(O[C:6](=[O:9])[NH:7][NH2:8])(C)(C)C.[C:10](O)(=O)[CH2:11][CH2:12][CH2:13][CH2:14][CH2:15][CH2:16][CH2:17][CH2:18][CH2:19][CH2:20][CH2:21][CH2:22][CH2:23][CH2:24][CH2:25][CH2:26]C, predict the reaction product. The product is: [C:6]([NH:7][NH2:8])(=[O:9])[CH2:26][CH2:25][CH2:24][CH2:23][CH2:22][CH2:21][CH2:20][CH2:19][CH2:18][CH2:17][CH2:16][CH2:15][CH2:14][CH2:13][CH2:12][CH2:11][CH3:10]. (9) Given the reactants [F:1][C:2]1[CH:3]=[C:4]([CH:36]=[CH:37][C:38]=1[OH:39])[C:5]([N:7]([CH:33]([CH3:35])[CH3:34])[C:8]1[CH:13]=[C:12]([O:14][CH3:15])[CH:11]=[CH:10][C:9]=1[CH:16]1[CH2:25][CH2:24][C:23]2[CH:22]=[C:21]([O:26]C(=O)C(C)(C)C)[CH:20]=[CH:19][C:18]=2[CH2:17]1)=O.Cl[CH2:41][C:42]([NH:44][CH2:45][CH2:46][F:47])=O, predict the reaction product. The product is: [F:1][C:2]1[CH:3]=[C:4]([CH:36]=[CH:37][C:38]=1[O:39][CH2:41][CH2:42][NH:44][CH2:45][CH2:46][F:47])[CH2:5][N:7]([CH:33]([CH3:35])[CH3:34])[C:8]1[CH:13]=[C:12]([O:14][CH3:15])[CH:11]=[CH:10][C:9]=1[CH:16]1[CH2:25][CH2:24][C:23]2[CH:22]=[C:21]([OH:26])[CH:20]=[CH:19][C:18]=2[CH2:17]1.